From a dataset of Reaction yield outcomes from USPTO patents with 853,638 reactions. Predict the reaction yield, written as a fraction of the theoretical maximum amount of product (1.0 means a 100% yield; for example, 0.34 means a 34% yield). (1) The product is [O:1]([CH:8]1[C:16]2[C:11](=[CH:12][C:13]([C:17]([OH:19])=[O:18])=[CH:14][CH:15]=2)[CH2:10][CH2:9]1)[C:2]1[CH:7]=[CH:6][CH:5]=[CH:4][CH:3]=1. The yield is 0.920. The reactants are [O:1]([CH:8]1[C:16]2[C:11](=[CH:12][C:13]([C:17]([O:19]C)=[O:18])=[CH:14][CH:15]=2)[CH2:10][CH2:9]1)[C:2]1[CH:7]=[CH:6][CH:5]=[CH:4][CH:3]=1.O.[OH-].[Li+]. The catalyst is O1CCCC1.CO.O. (2) The reactants are [H-].[Na+].[Cl:3][C:4]1[CH:9]=[C:8]([C:10]2[CH:15]=[N:14][CH:13]=[C:12]([CH3:16])[N:11]=2)[CH:7]=[CH:6][C:5]=1[C:17]1[C:28](=[O:29])[NH:27][C:20]2[N:21]=[C:22]([S:25][CH3:26])[N:23]=[CH:24][C:19]=2[CH:18]=1.Br[CH2:31][CH2:32][O:33][Si:34]([C:37]([CH3:40])([CH3:39])[CH3:38])([CH3:36])[CH3:35]. The catalyst is CN(C=O)C. The product is [Si:34]([O:33][CH2:32][CH2:31][N:27]1[C:20]2[N:21]=[C:22]([S:25][CH3:26])[N:23]=[CH:24][C:19]=2[CH:18]=[C:17]([C:5]2[CH:6]=[CH:7][C:8]([C:10]3[CH:15]=[N:14][CH:13]=[C:12]([CH3:16])[N:11]=3)=[CH:9][C:4]=2[Cl:3])[C:28]1=[O:29])([C:37]([CH3:40])([CH3:39])[CH3:38])([CH3:36])[CH3:35]. The yield is 0.150. (3) The reactants are IC.[F:3][C:4]1[C:9]2[NH:10][C:11](=[O:13])[O:12][C:8]=2[CH:7]=[C:6]([N+:14]([O-:16])=[O:15])[CH:5]=1.N12CCCN=C1CCCC[CH2:18]2. The catalyst is CN(C=O)C.C(OCC)(=O)C. The product is [F:3][C:4]1[C:9]2[N:10]([CH3:18])[C:11](=[O:13])[O:12][C:8]=2[CH:7]=[C:6]([N+:14]([O-:16])=[O:15])[CH:5]=1. The yield is 0.830. (4) The reactants are [CH3:1][C:2]1[CH:3]=[CH:4][N:5]2[C:10]=1[C:9](=[O:11])[N:8]([C:12]1[CH:17]=[CH:16][CH:15]=[CH:14][CH:13]=1)[C:7]([C@@H:18]([NH:20][C:21]1[C:22]3[C:29]([C:30]4[O:34][C:33]([CH3:35])=[N:32][CH:31]=4)=[CH:28][N:27](COCC[Si](C)(C)C)[C:23]=3[N:24]=[CH:25][N:26]=1)[CH3:19])=[N:6]2.FC(F)(F)C(O)=O.N. No catalyst specified. The product is [CH3:1][C:2]1[CH:3]=[CH:4][N:5]2[C:10]=1[C:9](=[O:11])[N:8]([C:12]1[CH:13]=[CH:14][CH:15]=[CH:16][CH:17]=1)[C:7]([C@@H:18]([NH:20][C:21]1[C:22]3[C:29]([C:30]4[O:34][C:33]([CH3:35])=[N:32][CH:31]=4)=[CH:28][NH:27][C:23]=3[N:24]=[CH:25][N:26]=1)[CH3:19])=[N:6]2. The yield is 0.870. (5) The product is [Br:8][C:6]1[N:7]=[C:2]([N:10]2[CH2:15][CH2:14][O:13][CH2:12][CH2:11]2)[C:3](=[O:9])[NH:4][CH:5]=1. The yield is 0.430. The reactants are Br[C:2]1[C:3](=[O:9])[NH:4][CH:5]=[C:6]([Br:8])[N:7]=1.[NH:10]1[CH2:15][CH2:14][O:13][CH2:12][CH2:11]1. No catalyst specified. (6) The reactants are [CH3:1][O:2][C:3]1[CH:4]=[C:5]2[C:10](=[CH:11][C:12]=1[O:13][CH3:14])[N:9]=[CH:8][CH:7]=[C:6]2[O:15][C:16]1[CH:22]=[CH:21][C:19]([NH2:20])=[C:18]([C:23]([F:26])([F:25])[F:24])[CH:17]=1.C(N(CC)CC)C.ClC(Cl)(O[C:38](=[O:44])OC(Cl)(Cl)Cl)Cl.[F:46][C:47]1[CH:52]=[CH:51][C:50]([CH:53]([NH2:55])[CH3:54])=[CH:49][CH:48]=1. The catalyst is C(Cl)(Cl)Cl. The product is [CH3:1][O:2][C:3]1[CH:4]=[C:5]2[C:10](=[CH:11][C:12]=1[O:13][CH3:14])[N:9]=[CH:8][CH:7]=[C:6]2[O:15][C:16]1[CH:22]=[CH:21][C:19]([NH:20][C:38]([NH:55][CH:53]([C:50]2[CH:51]=[CH:52][C:47]([F:46])=[CH:48][CH:49]=2)[CH3:54])=[O:44])=[C:18]([C:23]([F:25])([F:26])[F:24])[CH:17]=1. The yield is 0.490. (7) The product is [Cl:25][C:23]1[N:24]=[C:20]([NH:7][CH2:6][C:5]2[CH:8]=[CH:9][C:2]([Cl:1])=[CH:3][CH:4]=2)[S:21][C:22]=1[CH:26]=[O:27]. The catalyst is O1CCCC1. The reactants are [Cl:1][C:2]1[CH:9]=[CH:8][C:5]([CH2:6][NH2:7])=[CH:4][CH:3]=1.C(N(CC)C(C)C)(C)C.Cl[C:20]1[S:21][C:22]([CH:26]=[O:27])=[C:23]([Cl:25])[N:24]=1.O. The yield is 0.500. (8) The reactants are Cl.[Cl:2][C:3]1[CH:8]=[CH:7][N:6]=[C:5]([C:9]([O:11]C)=O)[CH:4]=1.[Cl-].[NH4+:14].CCOC(C)=O.O. The catalyst is N. The product is [Cl:2][C:3]1[CH:8]=[CH:7][N:6]=[C:5]([C:9]([NH2:14])=[O:11])[CH:4]=1. The yield is 0.803. (9) The reactants are [CH3:1][NH:2][CH2:3][C:4]1[S:8][C:7]2[CH:9]=[CH:10][CH:11]=[CH:12][C:6]=2[C:5]=1[CH3:13].CNCC1C=CC2C(=CC=CC=2)C=1CCC.Cl.[NH2:31][C:32]1[N:37]=[CH:36][C:35](/[CH:38]=[CH:39]/[C:40]([OH:42])=O)=[CH:34][CH:33]=1.Cl.CN1CC2C=C(/C=C/C(O)=O)C=NC=2NC(=O)C1. No catalyst specified. The product is [NH2:31][C:32]1[N:37]=[CH:36][C:35](/[CH:38]=[CH:39]/[C:40]([N:2]([CH3:1])[CH2:3][C:4]2[S:8][C:7]3[CH:9]=[CH:10][CH:11]=[CH:12][C:6]=3[C:5]=2[CH3:13])=[O:42])=[CH:34][CH:33]=1. The yield is 0.730. (10) The reactants are [CH2:1]([O:4][C:5](=[O:24])[NH:6][C:7]1[CH:12]=[CH:11][CH:10]=[C:9]([C:13](=O)[CH2:14][C:15]2[CH:20]=[CH:19][N:18]=[C:17]([Cl:21])[N:16]=2)[C:8]=1[F:23])[CH:2]=[CH2:3].C1C(=O)N(Br)C(=O)C1.[O:33]1[CH2:38][CH2:37][CH:36]([C:39](=[S:41])[NH2:40])[CH2:35][CH2:34]1.O. The yield is 0.350. The product is [CH2:1]([O:4][C:5](=[O:24])[NH:6][C:7]1[CH:12]=[CH:11][CH:10]=[C:9]([C:13]2[N:40]=[C:39]([CH:36]3[CH2:37][CH2:38][O:33][CH2:34][CH2:35]3)[S:41][C:14]=2[C:15]2[CH:20]=[CH:19][N:18]=[C:17]([Cl:21])[N:16]=2)[C:8]=1[F:23])[CH:2]=[CH2:3]. The catalyst is CC(N(C)C)=O.